Predict the product of the given reaction. From a dataset of Forward reaction prediction with 1.9M reactions from USPTO patents (1976-2016). (1) Given the reactants [CH3:1][C:2]1[CH:7]=[CH:6][C:5]([S:8]([O:11][C:12]2[CH:17]=[CH:16][CH:15]=[C:14]([O:18]S(C3C=CC(C)=CC=3)(=O)=O)[C:13]=2[NH2:29])(=[O:10])=[O:9])=[CH:4][CH:3]=1.N([O-])=O.[Na+], predict the reaction product. The product is: [CH3:1][C:2]1[CH:3]=[CH:4][C:5]([S:8]([O:11][C:12]2[CH:17]=[CH:16][CH:15]=[C:14]([OH:18])[C:13]=2[N:29]2[C:17]([CH3:16])=[CH:12][C:13]([CH3:14])=[N:29]2)(=[O:10])=[O:9])=[CH:6][CH:7]=1. (2) Given the reactants [N+:1]([C:4]1[CH:5]=[CH:6][CH:7]=[C:8]2[C:12]=1[NH:11][C:10]([C:13]1[CH:18]=[CH:17][CH:16]=[CH:15][N:14]=1)=[CH:9]2)([O-])=O.C(O)C, predict the reaction product. The product is: [N:14]1[CH:15]=[CH:16][CH:17]=[CH:18][C:13]=1[C:10]1[NH:11][C:12]2[C:8]([CH:9]=1)=[CH:7][CH:6]=[CH:5][C:4]=2[NH2:1]. (3) Given the reactants Br[C:2]1[CH:3]=[C:4]2[C:8](=[CH:9][CH:10]=1)[C:7](=[O:11])[N:6]([CH:12]1[CH2:16][CH2:15][CH2:14][CH2:13]1)[CH2:5]2.[NH2:17][C:18]1[CH:19]=[C:20]([CH:27]=[CH:28][C:29]=1[CH3:30])[C:21]([NH:23][CH:24]1[CH2:26][CH2:25]1)=[O:22], predict the reaction product. The product is: [CH:12]1([N:6]2[CH2:5][C:4]3[C:8](=[CH:9][CH:10]=[C:2]([NH:17][C:18]4[CH:19]=[C:20]([CH:27]=[CH:28][C:29]=4[CH3:30])[C:21]([NH:23][CH:24]4[CH2:25][CH2:26]4)=[O:22])[CH:3]=3)[C:7]2=[O:11])[CH2:16][CH2:15][CH2:14][CH2:13]1. (4) Given the reactants [CH2:1]([CH2:3][NH2:4])[OH:2].F[C:6]1[CH:15]=[CH:14][CH:13]=[C:12]2[C:7]=1[C:8]([NH:16][C:17]1[CH:22]=[CH:21][C:20]([OH:23])=[C:19]([CH3:24])[CH:18]=1)=[N:9][CH:10]=[N:11]2, predict the reaction product. The product is: [NH2:4][CH2:3][CH2:1][O:2][C:6]1[CH:15]=[CH:14][CH:13]=[C:12]2[C:7]=1[C:8]([NH:16][C:17]1[CH:22]=[CH:21][C:20]([OH:23])=[C:19]([CH3:24])[CH:18]=1)=[N:9][CH:10]=[N:11]2. (5) Given the reactants [NH2:1][C:2]1[CH:3]=[C:4]([CH:23]=[CH:24][CH:25]=1)[O:5][C:6]1[C:7]2[C:14]([C:15]3[CH:16]=[N:17][CH:18]=[CH:19][CH:20]=3)=[CH:13][N:12]([CH2:21][OH:22])[C:8]=2[N:9]=[CH:10][N:11]=1.CCN(C(C)C)C(C)C.[C:35](Cl)(=[O:38])[CH:36]=[CH2:37], predict the reaction product. The product is: [OH:22][CH2:21][N:12]1[C:8]2[N:9]=[CH:10][N:11]=[C:6]([O:5][C:4]3[CH:3]=[C:2]([NH:1][C:35](=[O:38])[CH:36]=[CH2:37])[CH:25]=[CH:24][CH:23]=3)[C:7]=2[C:14]([C:15]2[CH:16]=[N:17][CH:18]=[CH:19][CH:20]=2)=[CH:13]1.